This data is from Full USPTO retrosynthesis dataset with 1.9M reactions from patents (1976-2016). The task is: Predict the reactants needed to synthesize the given product. (1) Given the product [O:1]([C:8]1[CH:13]=[CH:12][C:11]([B:24]([OH:25])[OH:23])=[CH:10][CH:9]=1)[C:2]1[CH:7]=[CH:6][CH:5]=[CH:4][CH:3]=1, predict the reactants needed to synthesize it. The reactants are: [O:1]([C:8]1[CH:13]=[CH:12][C:11](Br)=[CH:10][CH:9]=1)[C:2]1[CH:7]=[CH:6][CH:5]=[CH:4][CH:3]=1.[Li]CCCC.C([O:23][B:24](OC(C)C)[O:25]C(C)C)(C)C. (2) Given the product [NH2:1][C:2]1[C:3]([C:4]([C:16]2[CH:21]=[CH:20][CH:19]=[C:18]([O:22][CH3:23])[CH:17]=2)=[O:5])=[CH:10][CH:11]=[C:12]([Cl:14])[N:13]=1, predict the reactants needed to synthesize it. The reactants are: [NH2:1][C:2]1[N:13]=[C:12]([Cl:14])[CH:11]=[CH:10][C:3]=1[C:4](N(OC)C)=[O:5].I[C:16]1[CH:17]=[C:18]([O:22][CH3:23])[CH:19]=[CH:20][CH:21]=1. (3) Given the product [CH3:19][C:17]1[CH:18]=[C:13]([CH2:12][N:9]2[C:10](=[O:11])[C:6]3[CH:5]=[CH:4][N:3]=[C:2]([C:28]([O:30][C:31]4[CH:36]=[CH:35][CH:34]=[CH:33][CH:32]=4)=[O:29])[C:7]=3[CH2:8]2)[CH:14]=[N:15][C:16]=1[O:20][CH2:21][C:22]([F:27])([F:26])[CH:23]([F:25])[F:24], predict the reactants needed to synthesize it. The reactants are: Cl[C:2]1[C:7]2[CH2:8][N:9]([CH2:12][C:13]3[CH:14]=[N:15][C:16]([O:20][CH2:21][C:22]([F:27])([F:26])[CH:23]([F:25])[F:24])=[C:17]([CH3:19])[CH:18]=3)[C:10](=[O:11])[C:6]=2[CH:5]=[CH:4][N:3]=1.[CH:28]([O:30][C:31]1[CH:36]=[CH:35][CH:34]=[CH:33][CH:32]=1)=[O:29]. (4) Given the product [OH:31][CH2:32][CH2:33][CH2:34][S:35][CH:36]([C:48]1[C:53]([F:54])=[CH:52][CH:51]=[C:50]([F:55])[C:49]=1[F:56])[C:37]1[C:38]([CH3:47])=[CH:39][C:40]([C:43]([O:45][CH3:46])=[O:44])=[N:41][CH:42]=1, predict the reactants needed to synthesize it. The reactants are: [F-].C([N+](CCCC)(CCCC)CCCC)CCC.O1CCCC1.[Si]([O:31][CH2:32][CH2:33][CH2:34][S:35][CH:36]([C:48]1[C:53]([F:54])=[CH:52][CH:51]=[C:50]([F:55])[C:49]=1[F:56])[C:37]1[C:38]([CH3:47])=[CH:39][C:40]([C:43]([O:45][CH3:46])=[O:44])=[N:41][CH:42]=1)(C(C)(C)C)(C)C. (5) Given the product [O:19]1[C:23]2[CH:24]=[CH:25][C:26]([CH2:28][C:29]([NH:1][N:2]3[N:11]=[C:10]([N:12]4[CH2:17][CH2:16][O:15][CH2:14][CH2:13]4)[C:9]4[C:4](=[CH:5][CH:6]=[CH:7][CH:8]=4)[C:3]3=[O:18])=[O:30])=[CH:27][C:22]=2[O:21][CH2:20]1, predict the reactants needed to synthesize it. The reactants are: [NH2:1][N:2]1[N:11]=[C:10]([N:12]2[CH2:17][CH2:16][O:15][CH2:14][CH2:13]2)[C:9]2[C:4](=[CH:5][CH:6]=[CH:7][CH:8]=2)[C:3]1=[O:18].[O:19]1[C:23]2[CH:24]=[CH:25][C:26]([CH2:28][C:29](O)=[O:30])=[CH:27][C:22]=2[O:21][CH2:20]1. (6) Given the product [Cl:30][C:31]1[CH:32]=[C:33]([S:37][C:18]2[C:22]3[CH:23]=[CH:24][CH:25]=[CH:26][C:21]=3[S:20][C:19]=2[N+:27]([O-:29])=[O:28])[CH:34]=[CH:35][CH:36]=1, predict the reactants needed to synthesize it. The reactants are: [N+]([O-])(O)=O.C(O)(C(F)(F)F)=O.S(=O)(=O)(O)O.Br[C:18]1[C:22]2[CH:23]=[CH:24][CH:25]=[CH:26][C:21]=2[S:20][C:19]=1[N+:27]([O-:29])=[O:28].[Cl:30][C:31]1[CH:32]=[C:33]([SH:37])[CH:34]=[CH:35][CH:36]=1. (7) Given the product [CH2:1]([O:3][C:4]([C:6]1([C:9]2[CH:10]=[CH:11][C:12]([C:15]3[CH:20]=[CH:19][C:18]([C:21]4[S:22][C:23]([Cl:29])=[CH:24][C:25]=4[NH:41][C:46]([O:40][C@@H:38]([C:32]4[CH:37]=[CH:36][CH:35]=[CH:34][CH:33]=4)[CH3:39])=[O:50])=[CH:17][C:16]=3[O:30][CH3:31])=[CH:13][CH:14]=2)[CH2:8][CH2:7]1)=[O:5])[CH3:2], predict the reactants needed to synthesize it. The reactants are: [CH2:1]([O:3][C:4]([C:6]1([C:9]2[CH:14]=[CH:13][C:12]([C:15]3[CH:20]=[CH:19][C:18]([C:21]4[S:22][C:23]([Cl:29])=[CH:24][C:25]=4C(=O)N)=[CH:17][C:16]=3[O:30][CH3:31])=[CH:11][CH:10]=2)[CH2:8][CH2:7]1)=[O:5])[CH3:2].[C:32]1([C@H:38]([OH:40])[CH3:39])[CH:37]=[CH:36][CH:35]=[CH:34][CH:33]=1.[N:41]1[CH:46]=CC=CC=1.FC(F)(F)C(OI(C1C=CC=CC=1)OC(=O)C(F)(F)F)=[O:50].